Dataset: Full USPTO retrosynthesis dataset with 1.9M reactions from patents (1976-2016). Task: Predict the reactants needed to synthesize the given product. (1) Given the product [Cl:25][C:11]1[CH:12]=[C:13]([NH:16][C:17]2[CH:22]=[CH:21][C:20]([F:23])=[CH:19][C:18]=2[F:24])[CH:14]=[CH:15][C:10]=1[C:8]([C:6]1[CH:7]=[C:2]([NH:1][C:36]([NH:35][C:32]2[CH:33]=[CH:34][C:29]([O:28][CH3:27])=[CH:30][CH:31]=2)=[O:37])[CH:3]=[CH:4][C:5]=1[CH3:26])=[O:9], predict the reactants needed to synthesize it. The reactants are: [NH2:1][C:2]1[CH:3]=[CH:4][C:5]([CH3:26])=[C:6]([C:8]([C:10]2[CH:15]=[CH:14][C:13]([NH:16][C:17]3[CH:22]=[CH:21][C:20]([F:23])=[CH:19][C:18]=3[F:24])=[CH:12][C:11]=2[Cl:25])=[O:9])[CH:7]=1.[CH3:27][O:28][C:29]1[CH:34]=[CH:33][C:32]([N:35]=[C:36]=[O:37])=[CH:31][CH:30]=1. (2) Given the product [CH2:17]([O:16][C:13]1[CH:14]=[CH:15][C:8]2[C:7]([C:3]3[CH:2]=[N:1][CH:6]=[CH:5][CH:4]=3)=[CH:11][S:10][C:9]=2[CH:12]=1)[CH2:18][CH2:19][CH2:20][CH3:21], predict the reactants needed to synthesize it. The reactants are: [N:1]1[CH:6]=[CH:5][CH:4]=[C:3]([C:7]2[C:8]3[CH:15]=[CH:14][C:13]([OH:16])=[CH:12][C:9]=3[S:10][CH:11]=2)[CH:2]=1.[CH2:17](I)[CH2:18][CH2:19][CH2:20][CH3:21].C(=O)([O-])[O-].[K+].[K+]. (3) Given the product [C:1]([O:5][C:6]([NH:7][CH:8]([C:25](=[O:29])[N:26]([CH3:27])[CH3:28])[CH2:9][C:10]1[CH:15]=[CH:14][C:13]([O:16][C:17]2[CH:18]=[CH:19][C:20]([C:23]([OH:32])=[O:24])=[CH:21][CH:22]=2)=[CH:12][CH:11]=1)=[O:30])([CH3:3])([CH3:2])[CH3:4], predict the reactants needed to synthesize it. The reactants are: [C:1]([O:5][C:6](=[O:30])[NH:7][CH:8]([C:25](=[O:29])[N:26]([CH3:28])[CH3:27])[CH2:9][C:10]1[CH:15]=[CH:14][C:13]([O:16][C:17]2[CH:22]=[CH:21][C:20]([CH:23]=[O:24])=[CH:19][CH:18]=2)=[CH:12][CH:11]=1)([CH3:4])([CH3:3])[CH3:2].[Mn]([O-])(=O)(=O)=[O:32].[K+]. (4) Given the product [Cl:14][C:15]1[CH:16]=[CH:17][C:18]([OH:23])=[C:19]([CH:22]=1)[CH2:20][N:4]1[CH2:5][CH2:6][N:1]([C:7]2[N:12]=[CH:11][NH:10][C:9](=[O:13])[CH:8]=2)[CH2:2][CH2:3]1, predict the reactants needed to synthesize it. The reactants are: [N:1]1([C:7]2[N:12]=[CH:11][NH:10][C:9](=[O:13])[CH:8]=2)[CH2:6][CH2:5][NH:4][CH2:3][CH2:2]1.[Cl:14][C:15]1[CH:22]=[C:19]([CH:20]=O)[C:18]([OH:23])=[CH:17][CH:16]=1. (5) Given the product [F:89][C:76]([F:88])([C:77]1([OH:87])[CH2:78][C:79]([CH3:86])([CH3:85])[CH2:80][C:81]([CH3:84])([CH3:83])[CH2:82]1)[C:75]([N:71]1[CH2:72][CH2:73][CH2:74][C@H:70]1[C:68]1[O:69][C:65]([CH2:64][OH:63])=[N:66][N:67]=1)=[O:90], predict the reactants needed to synthesize it. The reactants are: [Si](OCC1ON=C([C@@H]2CCCN2C(=O)C(F)(F)C2(O)CC(C)(C)CC(C)(C)C2)C=1)(C(C)(C)C)(C1C=CC=CC=1)C1C=CC=CC=1.[Si]([O:63][CH2:64][C:65]1[O:69][C:68]([C@@H:70]2[CH2:74][CH2:73][CH2:72][N:71]2[C:75](=[O:90])[C:76]([F:89])([F:88])[C:77]2([OH:87])[CH2:82][C:81]([CH3:84])([CH3:83])[CH2:80][C:79]([CH3:86])([CH3:85])[CH2:78]2)=[N:67][N:66]=1)(C(C)(C)C)(C1C=CC=CC=1)C1C=CC=CC=1. (6) The reactants are: [C:1]1([CH3:15])[CH:6]=[CH:5][C:4]([C:7]2[NH:8][C:9]([C:12]([OH:14])=[O:13])=[CH:10][N:11]=2)=[CH:3][CH:2]=1.S(Cl)(Cl)(=O)=O.[CH3:21]O. Given the product [C:1]1([CH3:15])[CH:2]=[CH:3][C:4]([C:7]2[NH:8][C:9]([C:12]([O:14][CH3:21])=[O:13])=[CH:10][N:11]=2)=[CH:5][CH:6]=1, predict the reactants needed to synthesize it. (7) Given the product [CH:1]([C:3]1[S:7][C:6]([NH:8][CH2:9][C:10]([NH:14][C@@H:15]([CH3:28])[C:16]([NH:18][C@@H:19]([CH3:27])[C:20]([O:22][C:23]([CH3:26])([CH3:25])[CH3:24])=[O:21])=[O:17])=[O:12])=[N:5][CH:4]=1)=[O:2], predict the reactants needed to synthesize it. The reactants are: [CH:1]([C:3]1[S:7][C:6]([NH:8][CH2:9][C:10]([OH:12])=O)=[N:5][CH:4]=1)=[O:2].Cl.[NH2:14][C@@H:15]([CH3:28])[C:16]([NH:18][C@@H:19]([CH3:27])[C:20]([O:22][C:23]([CH3:26])([CH3:25])[CH3:24])=[O:21])=[O:17].C(Cl)CCl. (8) Given the product [CH3:3][O:4][C:5](=[O:15])[CH2:6][C:7]1[CH:12]=[CH:11][C:10]([CH2:13][C:17]2[C:18]3[CH2:31][CH2:30][CH2:29][C:19]=3[N:20]=[C:21]([C:23]3[S:24][C:25]([Cl:28])=[CH:26][CH:27]=3)[N:22]=2)=[CH:9][CH:8]=1, predict the reactants needed to synthesize it. The reactants are: II.[CH3:3][O:4][C:5](=[O:15])[CH2:6][C:7]1[CH:12]=[CH:11][C:10]([CH2:13]Br)=[CH:9][CH:8]=1.Cl[C:17]1[C:18]2[CH2:31][CH2:30][CH2:29][C:19]=2[N:20]=[C:21]([C:23]2[S:24][C:25]([Cl:28])=[CH:26][CH:27]=2)[N:22]=1.Cl. (9) Given the product [Cl:1][C:2]1[N:7]=[C:6]([C:8]2[O:9][CH:42]=[N:40][CH:41]=2)[C:5]2[C:10]([O:32][CH3:33])=[N:11][N:12]([C:13]([C:14]3[CH:19]=[CH:18][CH:17]=[CH:16][CH:15]=3)([C:20]3[CH:21]=[CH:22][CH:23]=[CH:24][CH:25]=3)[C:26]3[CH:27]=[CH:28][CH:29]=[CH:30][CH:31]=3)[C:4]=2[CH:3]=1, predict the reactants needed to synthesize it. The reactants are: [Cl:1][C:2]1[N:7]=[C:6]([CH:8]=[O:9])[C:5]2[C:10]([O:32][CH3:33])=[N:11][N:12]([C:13]([C:26]3[CH:31]=[CH:30][CH:29]=[CH:28][CH:27]=3)([C:20]3[CH:25]=[CH:24][CH:23]=[CH:22][CH:21]=3)[C:14]3[CH:19]=[CH:18][CH:17]=[CH:16][CH:15]=3)[C:4]=2[CH:3]=1.C(=O)([O-])[O-].[K+].[K+].[N+:40]([CH2:42]S(C1C=CC(C)=CC=1)(=O)=O)#[C-:41]. (10) Given the product [CH3:12][O:11][C:5]1[CH:4]=[CH:3][C:2]([CH3:14])=[CH:7][C:6]=1[B:8]([OH:10])[OH:9], predict the reactants needed to synthesize it. The reactants are: F[C:2]1[CH:3]=[CH:4][C:5]([O:11][CH3:12])=[C:6]([B:8]([OH:10])[OH:9])[CH:7]=1.Br[C:14]1C=C(C)C=CC=1OC.[Li]CCCC.COB(OC)OC.